This data is from Forward reaction prediction with 1.9M reactions from USPTO patents (1976-2016). The task is: Predict the product of the given reaction. (1) The product is: [Cl:12][C:11]1[CH:10]=[C:9]([Cl:13])[N:8]=[N:7][C:6]=1[C:4]([C:17]1[CH:18]=[CH:19][CH:20]=[CH:21][C:16]=1[O:15][CH3:14])=[O:5]. Given the reactants C(O[C:4]([C:6]1[N:7]=[N:8][C:9]([Cl:13])=[CH:10][C:11]=1[Cl:12])=[O:5])C.[CH3:14][O:15][C:16]1[CH:21]=[CH:20][CH:19]=[CH:18][C:17]=1[Mg]Br, predict the reaction product. (2) Given the reactants [CH3:1][O:2][C:3]1[CH:7]=[C:6]([C:8]2[CH:9]=[C:10]([CH:20]=[C:21]([O:23][C:24]3[CH:29]=[CH:28][C:27]([S:30]([CH3:33])(=[O:32])=[O:31])=[CH:26][CH:25]=3)[CH:22]=2)[O:11][CH2:12][C:13]2[C:18]([CH3:19])=[CH:17][CH:16]=[CH:15]N=2)[NH:5][N:4]=1.[CH3:34]C1C=CC=CC=1COC1C=C(C2NN=C(O)C=2)C=C(OC2C=CC(S(C)(=O)=O)=CC=2)C=1, predict the reaction product. The product is: [CH3:1][O:2][C:3]1[CH:7]=[C:6]([C:8]2[CH:22]=[C:21]([O:23][C:24]3[CH:25]=[CH:26][C:27]([S:30]([CH3:33])(=[O:32])=[O:31])=[CH:28][CH:29]=3)[CH:20]=[C:10]([O:11][CH2:12][C:13]3[CH:34]=[CH:15][CH:16]=[CH:17][C:18]=3[CH3:19])[CH:9]=2)[NH:5][N:4]=1. (3) The product is: [F:15][C:16]1[CH:21]=[C:20]([F:22])[CH:19]=[CH:18][C:17]=1[C:2]1[S:6][C:5](=[N:7][C:8](=[O:10])[CH3:9])[N:4]([CH2:11][CH2:12][O:13][CH3:14])[CH:3]=1. Given the reactants Cl[C:2]1[S:6][C:5](=[N:7][C:8](=[O:10])[CH3:9])[N:4]([CH2:11][CH2:12][O:13][CH3:14])[CH:3]=1.[F:15][C:16]1[CH:21]=[C:20]([F:22])[CH:19]=[CH:18][C:17]=1B(O)O.C([O-])([O-])=O.[Na+].[Na+], predict the reaction product. (4) Given the reactants C([O:3][C:4](=[O:26])[CH2:5][N:6]([C:13]1[CH:14]=[CH:15][CH:16]=[C:17]2[C:22]=1[CH2:21][N:20]([CH2:23][CH:24]=[CH2:25])[CH2:19][CH2:18]2)C(=O)C(F)(F)F)C.[Li+:27].[OH-].[ClH:29], predict the reaction product. The product is: [ClH:29].[CH2:23]([N:20]1[CH2:19][CH2:18][C:17]2[C:22](=[C:13]([NH:6][CH2:5][C:4]([OH:26])=[O:3])[CH:14]=[CH:15][CH:16]=2)[CH2:21]1)[CH:24]=[CH2:25].[Li+:27].[Cl-:29].